This data is from Forward reaction prediction with 1.9M reactions from USPTO patents (1976-2016). The task is: Predict the product of the given reaction. (1) Given the reactants [C:1]([C:5]1[CH:6]=[C:7]([NH:18][C:19](=[O:49])[NH:20][CH2:21][C:22]2[CH:48]=[CH:47][CH:46]=[CH:45][C:23]=2[CH2:24][O:25][C:26]2[CH:31]=[C:30]([CH3:32])[N:29]([C:33]3[CH:34]=[C:35]([CH:39]=[CH:40][C:41]=3[CH3:42])[C:36](O)=[O:37])[C:28](=[O:43])[C:27]=2[Cl:44])[N:8]([C:10]2[CH:15]=[CH:14][C:13]([Cl:16])=[C:12]([OH:17])[CH:11]=2)[N:9]=1)([CH3:4])([CH3:3])[CH3:2].[NH2:50][CH2:51][CH:52]([OH:55])[CH2:53][OH:54].C1N=CN(C(N2C=NC=C2)=O)C=1, predict the reaction product. The product is: [C:1]([C:5]1[CH:6]=[C:7]([NH:18][C:19](=[O:49])[NH:20][CH2:21][C:22]2[CH:48]=[CH:47][CH:46]=[CH:45][C:23]=2[CH2:24][O:25][C:26]2[CH:31]=[C:30]([CH3:32])[N:29]([C:33]3[CH:34]=[C:35]([CH:39]=[CH:40][C:41]=3[CH3:42])[C:36]([NH:50][CH2:51][CH:52]([OH:55])[CH2:53][OH:54])=[O:37])[C:28](=[O:43])[C:27]=2[Cl:44])[N:8]([C:10]2[CH:15]=[CH:14][C:13]([Cl:16])=[C:12]([OH:17])[CH:11]=2)[N:9]=1)([CH3:2])([CH3:4])[CH3:3]. (2) Given the reactants [CH3:1][C:2]1[C:6]([CH3:7])=[CH:5][S:4][C:3]=1[C:8]1[N:12]2[N:13]=[C:14]([CH3:22])[CH:15]=[C:16]([CH:17]([CH2:20][CH3:21])[CH2:18][CH3:19])[C:11]2=[N:10][C:9]=1[CH3:23].C(Cl)Cl.C1C(=O)N([Br:34])C(=O)C1, predict the reaction product. The product is: [Br:34][C:5]1[S:4][C:3]([C:8]2[N:12]3[N:13]=[C:14]([CH3:22])[CH:15]=[C:16]([CH:17]([CH2:18][CH3:19])[CH2:20][CH3:21])[C:11]3=[N:10][C:9]=2[CH3:23])=[C:2]([CH3:1])[C:6]=1[CH3:7].